This data is from Peptide-MHC class I binding affinity with 185,985 pairs from IEDB/IMGT. The task is: Regression. Given a peptide amino acid sequence and an MHC pseudo amino acid sequence, predict their binding affinity value. This is MHC class I binding data. (1) The MHC is HLA-A02:01 with pseudo-sequence HLA-A02:01. The binding affinity (normalized) is 0.981. The peptide sequence is ILGFVFTL. (2) The peptide sequence is YPKTFGWLW. The MHC is HLA-B53:01 with pseudo-sequence HLA-B53:01. The binding affinity (normalized) is 0.617. (3) The peptide sequence is IEAKINVAD. The binding affinity (normalized) is 0.0847. The MHC is HLA-B46:01 with pseudo-sequence HLA-B46:01.